From a dataset of Catalyst prediction with 721,799 reactions and 888 catalyst types from USPTO. Predict which catalyst facilitates the given reaction. (1) Reactant: C([O:3][C:4](=[O:31])[CH2:5][O:6][C:7]1[CH:16]=[C:15]2[C:10]([C:11]([C:17]3[C:21]([C:22]4[CH:27]=[CH:26][CH:25]=[CH:24][N:23]=4)=[N:20][N:19]4[CH2:28][CH2:29][CH2:30][C:18]=34)=[CH:12][CH:13]=[N:14]2)=[CH:9][CH:8]=1)C.[OH-].[Li+]. Product: [N:23]1[CH:24]=[CH:25][CH:26]=[CH:27][C:22]=1[C:21]1[C:17]([C:11]2[C:10]3[C:15](=[CH:16][C:7]([O:6][CH2:5][C:4]([OH:31])=[O:3])=[CH:8][CH:9]=3)[N:14]=[CH:13][CH:12]=2)=[C:18]2[CH2:30][CH2:29][CH2:28][N:19]2[N:20]=1. The catalyst class is: 5. (2) Reactant: Cl.[F:2][CH:3]([F:6])[CH2:4][NH2:5].CCN(C(C)C)C(C)C.[C:16]([SiH2:20][O:21][C:22]([CH3:33])([CH3:32])[C:23]1[CH:24]=[C:25]([CH:28]=[CH:29][C:30]=1[Cl:31])[CH:26]=O)([CH3:19])([CH3:18])[CH3:17].[BH4-].[Na+].[CH3:36][C:37]([O:40][C:41](O[C:41]([O:40][C:37]([CH3:39])([CH3:38])[CH3:36])=[O:42])=[O:42])([CH3:39])[CH3:38]. Product: [C:37]([O:40][C:41](=[O:42])[N:5]([CH2:26][C:25]1[CH:28]=[CH:29][C:30]([Cl:31])=[C:23]([C:22]([CH3:33])([CH3:32])[O:21][SiH2:20][C:16]([CH3:19])([CH3:18])[CH3:17])[CH:24]=1)[CH2:4][CH:3]([F:6])[F:2])([CH3:39])([CH3:38])[CH3:36]. The catalyst class is: 5. (3) Product: [NH2:1][C:2]1[CH:3]=[CH:4][C:5]([C:8]2[NH:12][N:11]=[C:10]([C:13]([F:22])([F:21])[C:14]([F:20])([F:19])[C:15]([NH:24][CH3:23])=[O:17])[N:9]=2)=[CH:6][CH:7]=1. The catalyst class is: 1. Reactant: [NH2:1][C:2]1[CH:7]=[CH:6][C:5]([C:8]2[NH:12][N:11]=[C:10]([C:13]([F:22])([F:21])[C:14]([F:20])([F:19])[C:15]([O:17]C)=O)[N:9]=2)=[CH:4][CH:3]=1.[CH3:23][NH2:24]. (4) Reactant: C(C([N:7]([CH2:20][C@@H:21]1[C@@H:25]([C:26]2[CH:31]=[CH:30][CH:29]=[CH:28][CH:27]=2)[CH2:24][N:23]([C:32]([C:34]2[CH:46]=[CH:45][C:37]([O:38][CH2:39][C:40]([O:42][CH2:43][CH3:44])=[O:41])=[CH:36][CH:35]=2)=[O:33])[CH2:22]1)[C@@H:8]([C:10]1[C:19]2[C:14](=[CH:15][CH:16]=[CH:17][CH:18]=2)[CH:13]=[CH:12][CH:11]=1)[CH3:9])=O)(C)(C)C.Cl.O1CCOCC1. Product: [C:10]1([C@H:8]([NH:7][CH2:20][C@@H:21]2[C@@H:25]([C:26]3[CH:31]=[CH:30][CH:29]=[CH:28][CH:27]=3)[CH2:24][N:23]([C:32]([C:34]3[CH:35]=[CH:36][C:37]([O:38][CH2:39][C:40]([O:42][CH2:43][CH3:44])=[O:41])=[CH:45][CH:46]=3)=[O:33])[CH2:22]2)[CH3:9])[C:19]2[C:14](=[CH:15][CH:16]=[CH:17][CH:18]=2)[CH:13]=[CH:12][CH:11]=1. The catalyst class is: 12. (5) Reactant: [Cl:1][C:2]1[CH:8]=[C:7]([CH3:9])[CH:6]=[CH:5][C:3]=1[NH2:4].[N:10]([O-])=O.[Na+].O.O.[Sn](Cl)Cl. Product: [ClH:1].[Cl:1][C:2]1[CH:8]=[C:7]([CH3:9])[CH:6]=[CH:5][C:3]=1[NH:4][NH2:10]. The catalyst class is: 223. (6) Reactant: [CH3:1][S:2]([C:4]1[CH:9]=[CH:8][C:7]([NH:10][C:11]([N:13]2[CH2:18][CH2:17][CH2:16][CH:15]([C:19]3([CH2:30][C:31]4[CH:36]=[CH:35][CH:34]=[C:33]([Cl:37])[CH:32]=4)[C:27]4[C:22](=[CH:23][C:24]([Cl:28])=[CH:25][CH:26]=4)[NH:21][C:20]3=[O:29])[CH2:14]2)=[O:12])=[CH:6][CH:5]=1)=[O:3].ClC1C=C(C(OO)=[O:46])C=CC=1. Product: [CH3:1][S:2]([C:4]1[CH:5]=[CH:6][C:7]([NH:10][C:11]([N:13]2[CH2:18][CH2:17][CH2:16][CH:15]([C:19]3([CH2:30][C:31]4[CH:36]=[CH:35][CH:34]=[C:33]([Cl:37])[CH:32]=4)[C:27]4[C:22](=[CH:23][C:24]([Cl:28])=[CH:25][CH:26]=4)[NH:21][C:20]3=[O:29])[CH2:14]2)=[O:12])=[CH:8][CH:9]=1)(=[O:46])=[O:3]. The catalyst class is: 4. (7) Reactant: CCN(C(C)C)C(C)C.[F:10][C:11]([F:28])([F:27])[O:12][C:13]1[CH:14]=[CH:15][CH:16]=[C:17]2[C:22]=1[O:21][C:20](=[O:23])[C:19]([C:24]([OH:26])=O)=[CH:18]2.CN(C(ON1N=NC2C=CC=NC1=2)=[N+](C)C)C.F[P-](F)(F)(F)(F)F.[N:53]1[C:54]([C:62]2[CH:63]=[C:64]([NH2:68])[CH:65]=[CH:66][CH:67]=2)=[CH:55][N:56]2[CH:61]=[CH:60][CH:59]=[CH:58][C:57]=12. Product: [N:53]1[C:54]([C:62]2[CH:63]=[C:64]([NH:68][C:24]([C:19]3[C:20](=[O:23])[O:21][C:22]4[C:17]([CH:18]=3)=[CH:16][CH:15]=[CH:14][C:13]=4[O:12][C:11]([F:10])([F:28])[F:27])=[O:26])[CH:65]=[CH:66][CH:67]=2)=[CH:55][N:56]2[CH:61]=[CH:60][CH:59]=[CH:58][C:57]=12. The catalyst class is: 9. (8) Reactant: [O:1]1[CH2:6][CH2:5][N:4]([C:7]2[S:8][N:9]=[C:10]3[CH:15]=[C:14](Br)[CH:13]=[N:12][C:11]=23)[CH2:3][CH2:2]1.[CH3:17][O:18][C:19]1[CH:20]=[C:21](B(O)O)[CH:22]=[C:23]([O:27][CH3:28])[C:24]=1[O:25][CH3:26].C([O-])([O-])=O.[K+].[K+]. Product: [CH3:28][O:27][C:23]1[CH:22]=[C:21]([C:14]2[CH:13]=[N:12][C:11]3=[C:7]([N:4]4[CH2:5][CH2:6][O:1][CH2:2][CH2:3]4)[S:8][N:9]=[C:10]3[CH:15]=2)[CH:20]=[C:19]([O:18][CH3:17])[C:24]=1[O:25][CH3:26]. The catalyst class is: 73. (9) Reactant: [F:1][C:2]([F:34])([F:33])[C:3]1[CH:4]=[C:5]([C@H:13]([O:15][C@H:16]2[O:24][CH2:23][C@@H:19]3[CH2:20][NH:21][CH2:22][C@H:18]3[C@@H:17]2[C:25]2[CH:30]=[CH:29][C:28]([F:31])=[CH:27][C:26]=2[CH3:32])[CH3:14])[CH:6]=[C:7]([C:9]([F:12])([F:11])[F:10])[CH:8]=1.[C:35](OC(=O)C)(=[O:37])[CH3:36]. Product: [C:35]([N:21]1[CH2:22][C@H:18]2[C@H:17]([C:25]3[CH:30]=[CH:29][C:28]([F:31])=[CH:27][C:26]=3[CH3:32])[C@@H:16]([O:15][C@@H:13]([C:5]3[CH:6]=[C:7]([C:9]([F:12])([F:10])[F:11])[CH:8]=[C:3]([C:2]([F:1])([F:33])[F:34])[CH:4]=3)[CH3:14])[O:24][CH2:23][C@@H:19]2[CH2:20]1)(=[O:37])[CH3:36]. The catalyst class is: 377.